The task is: Regression. Given two drug SMILES strings and cell line genomic features, predict the synergy score measuring deviation from expected non-interaction effect.. This data is from NCI-60 drug combinations with 297,098 pairs across 59 cell lines. (1) Drug 1: CC(CN1CC(=O)NC(=O)C1)N2CC(=O)NC(=O)C2. Drug 2: C1=C(C(=O)NC(=O)N1)F. Cell line: LOX IMVI. Synergy scores: CSS=46.6, Synergy_ZIP=-1.60, Synergy_Bliss=-2.27, Synergy_Loewe=0.927, Synergy_HSA=3.97. (2) Drug 1: C1CCC(CC1)NC(=O)N(CCCl)N=O. Drug 2: C1=CC=C(C(=C1)C(C2=CC=C(C=C2)Cl)C(Cl)Cl)Cl. Cell line: SK-MEL-28. Synergy scores: CSS=12.1, Synergy_ZIP=-2.29, Synergy_Bliss=4.17, Synergy_Loewe=0.320, Synergy_HSA=2.71. (3) Drug 1: C1CCC(C1)C(CC#N)N2C=C(C=N2)C3=C4C=CNC4=NC=N3. Drug 2: CC1OCC2C(O1)C(C(C(O2)OC3C4COC(=O)C4C(C5=CC6=C(C=C35)OCO6)C7=CC(=C(C(=C7)OC)O)OC)O)O. Cell line: IGROV1. Synergy scores: CSS=26.8, Synergy_ZIP=-7.54, Synergy_Bliss=1.24, Synergy_Loewe=-4.56, Synergy_HSA=4.21. (4) Drug 1: CC(C1=C(C=CC(=C1Cl)F)Cl)OC2=C(N=CC(=C2)C3=CN(N=C3)C4CCNCC4)N. Drug 2: CN1CCC(CC1)COC2=C(C=C3C(=C2)N=CN=C3NC4=C(C=C(C=C4)Br)F)OC. Cell line: CCRF-CEM. Synergy scores: CSS=28.9, Synergy_ZIP=2.78, Synergy_Bliss=-0.124, Synergy_Loewe=-8.81, Synergy_HSA=-1.55. (5) Drug 1: C1C(C(OC1N2C=NC3=C(N=C(N=C32)Cl)N)CO)O. Drug 2: C1CC(C1)(C(=O)O)C(=O)O.[NH2-].[NH2-].[Pt+2]. Cell line: DU-145. Synergy scores: CSS=26.7, Synergy_ZIP=-4.90, Synergy_Bliss=3.50, Synergy_Loewe=-7.65, Synergy_HSA=3.53. (6) Drug 1: C1=CN(C=N1)CC(O)(P(=O)(O)O)P(=O)(O)O. Drug 2: CC1C(C(CC(O1)OC2CC(OC(C2O)C)OC3=CC4=CC5=C(C(=O)C(C(C5)C(C(=O)C(C(C)O)O)OC)OC6CC(C(C(O6)C)O)OC7CC(C(C(O7)C)O)OC8CC(C(C(O8)C)O)(C)O)C(=C4C(=C3C)O)O)O)O. Cell line: NCI-H522. Synergy scores: CSS=32.8, Synergy_ZIP=0.945, Synergy_Bliss=2.63, Synergy_Loewe=-16.6, Synergy_HSA=0.758. (7) Drug 1: CCC1(C2=C(COC1=O)C(=O)N3CC4=CC5=C(C=CC(=C5CN(C)C)O)N=C4C3=C2)O.Cl. Drug 2: C1CCC(C(C1)N)N.C(=O)(C(=O)[O-])[O-].[Pt+4]. Cell line: UACC62. Synergy scores: CSS=44.2, Synergy_ZIP=-8.98, Synergy_Bliss=-5.37, Synergy_Loewe=-28.8, Synergy_HSA=-2.69. (8) Cell line: MDA-MB-231. Drug 2: C1C(C(OC1N2C=NC(=NC2=O)N)CO)O. Drug 1: C1=CC(=C2C(=C1NCCNCCO)C(=O)C3=C(C=CC(=C3C2=O)O)O)NCCNCCO. Synergy scores: CSS=41.7, Synergy_ZIP=-0.492, Synergy_Bliss=0.713, Synergy_Loewe=-2.50, Synergy_HSA=4.57. (9) Drug 1: CC1C(C(CC(O1)OC2CC(CC3=C2C(=C4C(=C3O)C(=O)C5=C(C4=O)C(=CC=C5)OC)O)(C(=O)CO)O)N)O.Cl. Drug 2: N.N.Cl[Pt+2]Cl. Synergy scores: CSS=85.8, Synergy_ZIP=3.73, Synergy_Bliss=4.05, Synergy_Loewe=1.99, Synergy_HSA=5.21. Cell line: MOLT-4. (10) Drug 1: CCCS(=O)(=O)NC1=C(C(=C(C=C1)F)C(=O)C2=CNC3=C2C=C(C=N3)C4=CC=C(C=C4)Cl)F. Drug 2: CC(C)NC(=O)C1=CC=C(C=C1)CNNC.Cl. Cell line: IGROV1. Synergy scores: CSS=-6.39, Synergy_ZIP=0.0257, Synergy_Bliss=-5.55, Synergy_Loewe=-10.2, Synergy_HSA=-8.74.